Dataset: Aqueous solubility values for 9,982 compounds from the AqSolDB database. Task: Regression/Classification. Given a drug SMILES string, predict its absorption, distribution, metabolism, or excretion properties. Task type varies by dataset: regression for continuous measurements (e.g., permeability, clearance, half-life) or binary classification for categorical outcomes (e.g., BBB penetration, CYP inhibition). For this dataset (solubility_aqsoldb), we predict Y. (1) The compound is CC(=O)Oc1ccccc1C(=O)OCC(=O)N1CCOCC1. The Y is -1.80 log mol/L. (2) The compound is O=C(O)c1cccc(N=C=S)c1. The Y is -3.25 log mol/L. (3) The compound is Cn1c(=O)c2c(ncn2COC(=O)C(C)(C)C)n(C)c1=O. The Y is -2.17 log mol/L. (4) The molecule is [F-].[H+]. The Y is 1.70 log mol/L. (5) The drug is CCCCC(CC)C(=O)OCC(COC(=O)C(CC)CCCC)OC(=O)C(CC)CCCC. The Y is -6.97 log mol/L. (6) The molecule is CCCCCCCCCC(=O)OOC(=O)CCCCCCCCC. The Y is -6.45 log mol/L.